This data is from Forward reaction prediction with 1.9M reactions from USPTO patents (1976-2016). The task is: Predict the product of the given reaction. (1) Given the reactants [C:1]([O:5][C:6](=[O:24])[CH2:7][CH:8]1[C:14]2[CH:15]=[CH:16][CH:17]=[CH:18][C:13]=2[C:12](=[O:19])[N:11]([CH2:20][C:21](O)=[O:22])[CH2:10][CH2:9]1)([CH3:4])([CH3:3])[CH3:2].[NH2:25][C@H:26]1[CH2:31][CH2:30][C@H:29]([CH2:32][NH:33][C:34]2[NH:38][C:37]3[CH:39]=[CH:40][CH:41]=[CH:42][C:36]=3[N:35]=2)[CH2:28][CH2:27]1, predict the reaction product. The product is: [NH:35]1[C:36]2[CH:42]=[CH:41][CH:40]=[CH:39][C:37]=2[N:38]=[C:34]1[NH:33][CH2:32][CH:29]1[CH2:30][CH2:31][CH:26]([NH:25][C:21](=[O:22])[CH2:20][N:11]2[CH2:10][CH2:9][CH:8]([CH2:7][C:6]([O:5][C:1]([CH3:3])([CH3:4])[CH3:2])=[O:24])[C:14]3[CH:15]=[CH:16][CH:17]=[CH:18][C:13]=3[C:12]2=[O:19])[CH2:27][CH2:28]1. (2) Given the reactants [NH2:1][C:2]1[C:12]([Br:13])=[CH:11][C:5]([C:6]([O:8][CH2:9][CH3:10])=[O:7])=[CH:4][N:3]=1.CO[CH:16](OC)[N:17]([CH3:19])[CH3:18], predict the reaction product. The product is: [Br:13][C:12]1[CH:11]=[C:5]([C:6]([O:8][CH2:9][CH3:10])=[O:7])[CH:4]=[N:3][C:2]=1[N:1]=[CH:16][N:17]([CH3:19])[CH3:18]. (3) Given the reactants Cl.Cl[CH2:3][C:4]1[N:5]=[CH:6][S:7][CH:8]=1.C([O-])(O)=O.[Na+].[C:14]([C:16]1[CH:17]=[C:18]2[C:26](=[CH:27][CH:28]=1)[NH:25][C:24]1[CH2:23][CH2:22][CH:21]([NH:29][C:30](=[O:34])[CH:31]([CH3:33])[CH3:32])[CH2:20][C:19]2=1)#[N:15].[H-].[Na+], predict the reaction product. The product is: [C:14]([C:16]1[CH:17]=[C:18]2[C:26](=[CH:27][CH:28]=1)[N:25]([CH2:3][C:4]1[N:5]=[CH:6][S:7][CH:8]=1)[C:24]1[CH2:23][CH2:22][CH:21]([NH:29][C:30](=[O:34])[CH:31]([CH3:32])[CH3:33])[CH2:20][C:19]2=1)#[N:15].